Task: Predict the reaction yield, written as a fraction of the theoretical maximum amount of product (1.0 means a 100% yield; for example, 0.34 means a 34% yield).. Dataset: Reaction yield outcomes from USPTO patents with 853,638 reactions (1) The yield is 0.580. The reactants are [C:1]([C:3]1[CH:8]=[CH:7][C:6]([C@@H:9]2[C:14]([C:15]#[N:16])=[C:13]([CH3:17])[N:12]([C:18]3[CH:23]=[CH:22][CH:21]=[C:20]([C:24]([F:27])([F:26])[F:25])[CH:19]=3)[C:11](=[O:28])[NH:10]2)=[C:5]([S:29]([CH3:32])(=[O:31])=[O:30])[CH:4]=1)#[N:2].[H-].[Na+].[CH3:35][S:36](Cl)(=[O:38])=[O:37]. The catalyst is C1COCC1. The product is [C:1]([C:3]1[CH:8]=[CH:7][C:6]([C@@H:9]2[C:14]([C:15]#[N:16])=[C:13]([CH3:17])[N:12]([C:18]3[CH:23]=[CH:22][CH:21]=[C:20]([C:24]([F:27])([F:26])[F:25])[CH:19]=3)[C:11](=[O:28])[N:10]2[S:36]([CH3:35])(=[O:38])=[O:37])=[C:5]([S:29]([CH3:32])(=[O:31])=[O:30])[CH:4]=1)#[N:2]. (2) The reactants are FC1C=CC(S(C)(=O)=O)=CC=1N.[Cl:13][C:14]1[CH:19]=[CH:18][C:17]([S:20]([C:23]([F:26])([F:25])[F:24])(=[O:22])=[O:21])=[CH:16][C:15]=1[N+:27]([O-])=O. No catalyst specified. The product is [Cl:13][C:14]1[CH:19]=[CH:18][C:17]([S:20]([C:23]([F:25])([F:24])[F:26])(=[O:22])=[O:21])=[CH:16][C:15]=1[NH2:27]. The yield is 1.00. (3) The reactants are [F:1][C:2]1[CH:15]=[C:14]([N+:16]([O-:18])=[O:17])[CH:13]=[CH:12][C:3]=1[O:4][C:5]1[CH:10]=[CH:9][N:8]=[C:7]([NH2:11])[CH:6]=1.[CH2:19]([N:21]([CH2:24][CH3:25])[CH2:22][CH3:23])[CH3:20].ClC([O:29][C:30]1C=CC=CC=1)=O.[CH2:36]([N:38](CC)[CH2:39]CCNC)C. The catalyst is O1CCCC1.C(OCC)(=O)C.CN(C)C=O. The product is [CH2:19]([N:21]([CH2:24][CH3:25])[CH2:22][CH2:23][CH2:36][N:38]([CH3:39])[C:30]([NH:11][C:7]1[CH:6]=[C:5]([O:4][C:3]2[CH:12]=[CH:13][C:14]([N+:16]([O-:18])=[O:17])=[CH:15][C:2]=2[F:1])[CH:10]=[CH:9][N:8]=1)=[O:29])[CH3:20]. The yield is 1.00.